This data is from Full USPTO retrosynthesis dataset with 1.9M reactions from patents (1976-2016). The task is: Predict the reactants needed to synthesize the given product. Given the product [CH2:18]([O:1][C:2]1[CH:7]=[CH:6][C:5]([C:8](=[O:10])[CH3:9])=[C:4]([CH3:11])[CH:3]=1)[C:19]1[CH:24]=[CH:23][CH:22]=[CH:21][CH:20]=1, predict the reactants needed to synthesize it. The reactants are: [OH:1][C:2]1[CH:7]=[CH:6][C:5]([C:8](=[O:10])[CH3:9])=[C:4]([CH3:11])[CH:3]=1.C(=O)([O-])[O-].[K+].[K+].[CH2:18](Br)[C:19]1[CH:24]=[CH:23][CH:22]=[CH:21][CH:20]=1.[Cl-].[NH4+].